Dataset: Full USPTO retrosynthesis dataset with 1.9M reactions from patents (1976-2016). Task: Predict the reactants needed to synthesize the given product. (1) Given the product [N:10]1([C:2]2[CH:3]=[C:4]([CH:6]=[C:7]([N:10]3[CH:14]=[CH:13][CH:12]=[N:11]3)[CH:8]=2)[NH2:5])[CH:14]=[CH:13][CH:12]=[N:11]1.[Br:1][C:2]1[CH:3]=[C:4]([CH:6]=[C:7]([N:10]2[CH:14]=[CH:13][CH:12]=[N:11]2)[CH:8]=1)[NH2:5], predict the reactants needed to synthesize it. The reactants are: [Br:1][C:2]1[CH:3]=[C:4]([CH:6]=[C:7](Br)[CH:8]=1)[NH2:5].[NH:10]1[CH:14]=[CH:13][CH:12]=[N:11]1.C(=O)([O-])[O-].[Cs+].[Cs+]. (2) Given the product [CH2:10]([O:17][C:18]1[N:19]=[N:20][C:21]([C:24]#[C:25][C:2]2[CH:3]=[C:4]([CH:7]=[CH:8][CH:9]=2)[CH:5]=[O:6])=[CH:22][CH:23]=1)[C:11]1[CH:12]=[CH:13][CH:14]=[CH:15][CH:16]=1, predict the reactants needed to synthesize it. The reactants are: I[C:2]1[CH:3]=[C:4]([CH:7]=[CH:8][CH:9]=1)[CH:5]=[O:6].[CH2:10]([O:17][C:18]1[N:19]=[N:20][C:21]([C:24]#[CH:25])=[CH:22][CH:23]=1)[C:11]1[CH:16]=[CH:15][CH:14]=[CH:13][CH:12]=1.C(N(CC)CC)C. (3) Given the product [CH2:28]([O:35][CH2:36][CH2:37][CH2:38][NH:1][C:2]([C:5]1[N:10]=[C:9]([C:11]([NH:13][CH2:14][C:15]2[CH:20]=[CH:19][C:18]([F:21])=[CH:17][CH:16]=2)=[O:12])[C:8]([OH:26])=[C:7]([OH:27])[N:6]=1)([CH3:4])[CH3:3])[C:29]1[CH:34]=[CH:33][CH:32]=[CH:31][CH:30]=1, predict the reactants needed to synthesize it. The reactants are: [NH2:1][C:2]([C:5]1[N:10]=[C:9]([C:11]([NH:13][CH2:14][C:15]2[CH:20]=[CH:19][C:18]([F:21])=[CH:17][C:16]=2S(C)(=O)=O)=[O:12])[C:8]([OH:26])=[C:7]([OH:27])[N:6]=1)([CH3:4])[CH3:3].[CH2:28]([O:35][CH2:36][CH2:37][CH:38]=O)[C:29]1[CH:34]=[CH:33][CH:32]=[CH:31][CH:30]=1.C([BH3-])#N.[Na+]. (4) Given the product [Cl:28][C:25]1[S:24][C:23]([C:21]2[O:20][N:19]=[C:18]([CH2:17][N:13]3[C:8]4=[N:9][CH:10]=[CH:11][CH:12]=[C:7]4[CH:6]=[C:5]3[C:3]([OH:2])=[O:4])[CH:22]=2)=[CH:27][CH:26]=1, predict the reactants needed to synthesize it. The reactants are: C[O:2][C:3]([C:5]1[NH:13][C:8]2=[N:9][CH:10]=[CH:11][CH:12]=[C:7]2[CH:6]=1)=[O:4].[H-].[Na+].Br[CH2:17][C:18]1[CH:22]=[C:21]([C:23]2[S:24][C:25]([Cl:28])=[CH:26][CH:27]=2)[O:20][N:19]=1.[OH-].[Na+]. (5) Given the product [F:1][C:2]1[CH:11]=[C:10]2[C:5]([CH:6]=[C:7]([C:25]3[NH:26][C:34](=[O:35])[NH:28][N:27]=3)[N:8]=[C:9]2[O:12][C@H:13]2[CH2:17][CH2:16][N:15]([C:18]([O:20][C:21]([CH3:24])([CH3:22])[CH3:23])=[O:19])[CH2:14]2)=[CH:4][CH:3]=1, predict the reactants needed to synthesize it. The reactants are: [F:1][C:2]1[CH:11]=[C:10]2[C:5]([CH:6]=[C:7]([C:25]([NH:27][NH2:28])=[NH:26])[N:8]=[C:9]2[O:12][C@H:13]2[CH2:17][CH2:16][N:15]([C:18]([O:20][C:21]([CH3:24])([CH3:23])[CH3:22])=[O:19])[CH2:14]2)=[CH:4][CH:3]=1.C1N=CN([C:34](N2C=NC=C2)=[O:35])C=1. (6) Given the product [Na+:2].[OH:15][CH:10]([CH2:9][CH2:8][CH2:7][CH2:6][CH2:5][CH2:4][CH3:3])[CH2:11][CH2:12][C:13]([O-:14])=[O:1], predict the reactants needed to synthesize it. The reactants are: [OH-:1].[Na+:2].[CH3:3][CH2:4][CH2:5][CH2:6][CH2:7][CH2:8][CH2:9][CH:10]1[O:15][C:13](=[O:14])[CH2:12][CH2:11]1.